Dataset: Catalyst prediction with 721,799 reactions and 888 catalyst types from USPTO. Task: Predict which catalyst facilitates the given reaction. Reactant: [OH:1][CH2:2][C@@H:3]([NH:10][C:11](=[O:17])[O:12][C:13]([CH3:16])([CH3:15])[CH3:14])[C:4]1[CH:9]=[CH:8][CH:7]=[CH:6][CH:5]=1.C(N(CC)CC)C.[S:25](Cl)([CH3:28])(=[O:27])=[O:26].[O-]S([O-])(=O)=O.[Na+].[Na+]. Product: [CH3:28][S:25]([O:1][CH2:2][C@@H:3]([NH:10][C:11]([O:12][C:13]([CH3:14])([CH3:16])[CH3:15])=[O:17])[C:4]1[CH:9]=[CH:8][CH:7]=[CH:6][CH:5]=1)(=[O:27])=[O:26]. The catalyst class is: 46.